Task: Predict the product of the given reaction.. Dataset: Forward reaction prediction with 1.9M reactions from USPTO patents (1976-2016) (1) The product is: [I:1][C:2]1[CH:7]=[CH:6][CH:5]=[C:4]([N+:8]([O-:10])=[O:9])[C:3]=1[CH2:11][C:12]([OH:16])=[O:17]. Given the reactants [I:1][C:2]1[CH:7]=[CH:6][CH:5]=[C:4]([N+:8]([O-:10])=[O:9])[C:3]=1[CH2:11][C:12](=[O:16])C(O)=O.[OH2:17].OO, predict the reaction product. (2) Given the reactants [F:1][C:2]1[CH:3]=[C:4]([CH2:10][C:11]([OH:13])=O)[CH:5]=[C:6]([F:9])[C:7]=1[F:8].[C:14](Cl)(=O)[C:15](Cl)=O.[Cl-].[Al+3].[Cl-].[Cl-].Cl, predict the reaction product. The product is: [F:9][C:6]1[C:7]([F:8])=[C:2]([F:1])[CH:3]=[C:4]2[C:5]=1[CH2:14][CH2:15][C:11](=[O:13])[CH2:10]2. (3) Given the reactants [NH2:1][CH2:2][CH2:3][CH2:4][C@H:5]([NH:9][C:10]([C:12]1[S:13][C:14]([CH:17]([C:25]2[CH:30]=[CH:29][C:28]([CH3:31])=[CH:27][CH:26]=2)[C:18]2[CH:23]=[CH:22][C:21]([CH3:24])=[CH:20][CH:19]=2)=[CH:15][CH:16]=1)=[O:11])[C:6]([OH:8])=[O:7].[C:32]([OH:38])([C:34]([F:37])([F:36])[F:35])=[O:33].Cl.[C:40](=[NH:45])(OCC)[CH3:41].CCN(CC)CC, predict the reaction product. The product is: [CH3:31][C:28]1[CH:29]=[CH:30][C:25]([CH:17]([C:18]2[CH:19]=[CH:20][C:21]([CH3:24])=[CH:22][CH:23]=2)[C:14]2[S:13][C:12]([C:10]([NH:9][C@@H:5]([CH2:4][CH2:3][CH2:2][NH:1][C:40](=[NH:45])[CH3:41])[C:6]([OH:8])=[O:7])=[O:11])=[CH:16][CH:15]=2)=[CH:26][CH:27]=1.[C:32]([OH:38])([C:34]([F:37])([F:36])[F:35])=[O:33]. (4) Given the reactants Cl[C:2]1[N:7]=[CH:6][N:5]=[C:4]([NH2:8])[C:3]=1[C:9]1[N:13]=[CH:12][N:11]([CH3:14])[N:10]=1.[NH2:15][C@H:16]([C:19]1[N:28]([C:29]2[CH:34]=[CH:33][CH:32]=[CH:31][CH:30]=2)[C:27](=[O:35])[C:26]2[C:21](=[CH:22][CH:23]=[CH:24][C:25]=2[Cl:36])[N:20]=1)[CH2:17][CH3:18].CCN(C(C)C)C(C)C.C(Cl)Cl.CO, predict the reaction product. The product is: [NH2:8][C:4]1[N:5]=[CH:6][N:7]=[C:2]([NH:15][C@H:16]([C:19]2[N:28]([C:29]3[CH:30]=[CH:31][CH:32]=[CH:33][CH:34]=3)[C:27](=[O:35])[C:26]3[C:21](=[CH:22][CH:23]=[CH:24][C:25]=3[Cl:36])[N:20]=2)[CH2:17][CH3:18])[C:3]=1[C:9]1[N:13]=[CH:12][N:11]([CH3:14])[N:10]=1. (5) Given the reactants C(O[BH-](O[C:11](=[O:13])C)OC(=O)C)(=O)C.[Na+].O=[C:16]1[CH2:21][CH2:20][N:19]([C:22]([O:24][C:25]([CH3:28])([CH3:27])[CH3:26])=[O:23])[CH2:18][CH2:17]1.Cl.Cl.[NH2:31][CH2:32][CH2:33][C:34]1[N:38]=[CH:37][NH:36][CH:35]=1.[OH-].[Na+], predict the reaction product. The product is: [O:13]=[C:11]1[N:38]2[CH:37]=[N:36][CH:35]=[C:34]2[CH2:33][CH2:32][N:31]1[CH:16]1[CH2:21][CH2:20][N:19]([C:22]([O:24][C:25]([CH3:28])([CH3:27])[CH3:26])=[O:23])[CH2:18][CH2:17]1. (6) Given the reactants COC[O:4][C:5]1[CH:15]=[CH:14][C:8]([O:9][CH2:10][C@H:11]2[CH2:13][O:12]2)=[CH:7][CH:6]=1.[C:16]1([C:22]2[C:30]3[C:29]([N:31]4[CH2:36][CH2:35][CH:34]([NH2:37])[CH2:33][CH2:32]4)=[N:28][CH:27]=[N:26][C:25]=3[S:24][CH:23]=2)[CH:21]=[CH:20][CH:19]=[CH:18][CH:17]=1, predict the reaction product. The product is: [OH:12][C@H:11]([CH2:13][NH:37][CH:34]1[CH2:35][CH2:36][N:31]([C:29]2[C:30]3[C:22]([C:16]4[CH:21]=[CH:20][CH:19]=[CH:18][CH:17]=4)=[CH:23][S:24][C:25]=3[N:26]=[CH:27][N:28]=2)[CH2:32][CH2:33]1)[CH2:10][O:9][C:8]1[CH:7]=[CH:6][C:5]([OH:4])=[CH:15][CH:14]=1. (7) Given the reactants FC(F)(F)C(O)=O.[F:8][CH:9]([F:49])[C:10]1[N:11]=[CH:12][C:13]([C:16]([NH:18][C:19]2[CH:20]=[CH:21][C:22]([F:48])=[C:23]([C@:25]34[CH2:33][O:32][C@H:31]([C:34]([F:37])([F:36])[F:35])[C@H:30]3[C:29](=[O:38])[N:28]([CH3:39])[C:27]([NH:40]C(=O)OC(C)(C)C)=[N:26]4)[CH:24]=2)=[O:17])=[N:14][CH:15]=1, predict the reaction product. The product is: [NH2:40][C:27]1[N:28]([CH3:39])[C:29](=[O:38])[C@@H:30]2[C@@H:31]([C:34]([F:37])([F:36])[F:35])[O:32][CH2:33][C@:25]2([C:23]2[CH:24]=[C:19]([NH:18][C:16]([C:13]3[CH:12]=[N:11][C:10]([CH:9]([F:49])[F:8])=[CH:15][N:14]=3)=[O:17])[CH:20]=[CH:21][C:22]=2[F:48])[N:26]=1. (8) Given the reactants [CH:1]([C:3]1[C:11]2[O:10][N:9]=[C:8]([CH2:12][CH2:13][CH:14]3[CH2:19][CH2:18][N:17]([C:20]([O:22][C:23]([CH3:26])([CH3:25])[CH3:24])=[O:21])[CH2:16][CH2:15]3)[C:7]=2[CH:6]=[CH:5][C:4]=1[O:27][C:28]1[CH:33]=[CH:32][CH:31]=[CH:30][N:29]=1)=O.[CH3:34][NH:35][CH3:36].C(O[BH-](OC(=O)C)OC(=O)C)(=O)C.[Na+].C(=O)(O)[O-].[Na+].C(=O)([O-])[O-].[Na+].[Na+], predict the reaction product. The product is: [CH3:34][N:35]([CH2:1][C:3]1[C:11]2[O:10][N:9]=[C:8]([CH2:12][CH2:13][CH:14]3[CH2:19][CH2:18][N:17]([C:20]([O:22][C:23]([CH3:26])([CH3:24])[CH3:25])=[O:21])[CH2:16][CH2:15]3)[C:7]=2[CH:6]=[CH:5][C:4]=1[O:27][C:28]1[CH:33]=[CH:32][CH:31]=[CH:30][N:29]=1)[CH3:36].